From a dataset of NCI-60 drug combinations with 297,098 pairs across 59 cell lines. Regression. Given two drug SMILES strings and cell line genomic features, predict the synergy score measuring deviation from expected non-interaction effect. (1) Drug 1: C1C(C(OC1N2C=NC3=C(N=C(N=C32)Cl)N)CO)O. Drug 2: C(CC(=O)O)C(=O)CN.Cl. Cell line: CCRF-CEM. Synergy scores: CSS=69.4, Synergy_ZIP=0.296, Synergy_Bliss=-0.173, Synergy_Loewe=-7.44, Synergy_HSA=0.810. (2) Drug 1: CN1CCC(CC1)COC2=C(C=C3C(=C2)N=CN=C3NC4=C(C=C(C=C4)Br)F)OC. Drug 2: C1=NC2=C(N1)C(=S)N=CN2. Cell line: MOLT-4. Synergy scores: CSS=48.8, Synergy_ZIP=-7.98, Synergy_Bliss=-8.42, Synergy_Loewe=-28.0, Synergy_HSA=-7.30. (3) Drug 1: C1=CC=C(C(=C1)C(C2=CC=C(C=C2)Cl)C(Cl)Cl)Cl. Drug 2: C1=CN(C=N1)CC(O)(P(=O)(O)O)P(=O)(O)O. Cell line: SN12C. Synergy scores: CSS=1.46, Synergy_ZIP=1.19, Synergy_Bliss=3.79, Synergy_Loewe=1.02, Synergy_HSA=0.946. (4) Drug 1: CS(=O)(=O)C1=CC(=C(C=C1)C(=O)NC2=CC(=C(C=C2)Cl)C3=CC=CC=N3)Cl. Drug 2: CC1C(C(CC(O1)OC2CC(CC3=C2C(=C4C(=C3O)C(=O)C5=C(C4=O)C(=CC=C5)OC)O)(C(=O)CO)O)N)O.Cl. Cell line: SK-OV-3. Synergy scores: CSS=33.9, Synergy_ZIP=1.62, Synergy_Bliss=0.410, Synergy_Loewe=-29.3, Synergy_HSA=0.403. (5) Drug 1: C1CN1C2=NC(=NC(=N2)N3CC3)N4CC4. Drug 2: C1=C(C(=O)NC(=O)N1)F. Cell line: CAKI-1. Synergy scores: CSS=32.9, Synergy_ZIP=-15.0, Synergy_Bliss=-18.3, Synergy_Loewe=-7.62, Synergy_HSA=-5.59. (6) Drug 1: CC1=C(C=C(C=C1)NC(=O)C2=CC=C(C=C2)CN3CCN(CC3)C)NC4=NC=CC(=N4)C5=CN=CC=C5. Drug 2: CS(=O)(=O)OCCCCOS(=O)(=O)C. Cell line: TK-10. Synergy scores: CSS=-2.42, Synergy_ZIP=1.79, Synergy_Bliss=1.62, Synergy_Loewe=-3.44, Synergy_HSA=-3.19. (7) Drug 1: CN(C)C1=NC(=NC(=N1)N(C)C)N(C)C. Drug 2: CS(=O)(=O)OCCCCOS(=O)(=O)C. Cell line: LOX IMVI. Synergy scores: CSS=14.8, Synergy_ZIP=-4.45, Synergy_Bliss=-2.41, Synergy_Loewe=-3.64, Synergy_HSA=0.0966. (8) Cell line: COLO 205. Synergy scores: CSS=46.5, Synergy_ZIP=9.73, Synergy_Bliss=10.7, Synergy_Loewe=-17.3, Synergy_HSA=9.13. Drug 2: C(CN)CNCCSP(=O)(O)O. Drug 1: C1=NC2=C(N=C(N=C2N1C3C(C(C(O3)CO)O)F)Cl)N.